The task is: Regression. Given a peptide amino acid sequence and an MHC pseudo amino acid sequence, predict their binding affinity value. This is MHC class I binding data.. This data is from Peptide-MHC class I binding affinity with 185,985 pairs from IEDB/IMGT. The peptide sequence is DAYKFSCGL. The MHC is HLA-A02:06 with pseudo-sequence HLA-A02:06. The binding affinity (normalized) is 0.